This data is from Peptide-MHC class I binding affinity with 185,985 pairs from IEDB/IMGT. The task is: Regression. Given a peptide amino acid sequence and an MHC pseudo amino acid sequence, predict their binding affinity value. This is MHC class I binding data. (1) The peptide sequence is LQRKYGGAL. The MHC is HLA-B15:01 with pseudo-sequence HLA-B15:01. The binding affinity (normalized) is 0.596. (2) The peptide sequence is VSLVKKNKK. The MHC is HLA-A31:01 with pseudo-sequence HLA-A31:01. The binding affinity (normalized) is 0.376.